The task is: Binary Classification. Given a miRNA mature sequence and a target amino acid sequence, predict their likelihood of interaction.. This data is from Experimentally validated miRNA-target interactions with 360,000+ pairs, plus equal number of negative samples. The miRNA is rno-miR-378a-5p with sequence CUCCUGACUCCAGGUCCUGUGU. The protein sequence of the target gene is MGPSGLLVALALHLAVCSRPHRDYCVLGAGPAGLQMAAFLHRAGRDYEVFERESAPGSFFTRYPRHRKLISINKRHTGKANAEFNLRHDWNSLLSDDPHLLFRHYSQAYFPDASDMVRYLGDFARRLGLHVLYNTNITHVTLDKDPQAWNGHYFILTDQKGQVYQCSVLLVATGLAVPKLVDFPGSEYVEGYESVSVDPEDFVGQNVLILGHGNSAFETAENILGVTNFVHMLSRSRVRLSWATHYVGDVRAINNGLLDTYQLKSLDGLLESDLEYLALVKDSKGKFHVTLKFLLENNSS.... Result: 0 (no interaction).